This data is from Full USPTO retrosynthesis dataset with 1.9M reactions from patents (1976-2016). The task is: Predict the reactants needed to synthesize the given product. Given the product [C:20]([C:23]1[CH:28]=[CH:27][CH:26]=[CH:25][C:24]=1[C:2]1[C:12]2[O:11][CH2:10][CH2:9][N:8]([C:13]([O:15][C:16]([CH3:19])([CH3:18])[CH3:17])=[O:14])[CH2:7][C:6]=2[CH:5]=[CH:4][CH:3]=1)(=[O:22])[CH3:21], predict the reactants needed to synthesize it. The reactants are: Br[C:2]1[C:12]2[O:11][CH2:10][CH2:9][N:8]([C:13]([O:15][C:16]([CH3:19])([CH3:18])[CH3:17])=[O:14])[CH2:7][C:6]=2[CH:5]=[CH:4][CH:3]=1.[C:20]([C:23]1[CH:28]=[CH:27][CH:26]=[CH:25][C:24]=1B(O)O)(=[O:22])[CH3:21].O.